From a dataset of Catalyst prediction with 721,799 reactions and 888 catalyst types from USPTO. Predict which catalyst facilitates the given reaction. (1) Reactant: C([O:8][N:9]1[C:14]2[N:15]=[CH:16][N:17]=[CH:18][C:13]=2[C:12]([NH:19][CH:20]([C:22]2[CH:27]=[CH:26][CH:25]=[CH:24][CH:23]=2)[CH3:21])=[CH:11][C:10]1=[O:28])C1C=CC=CC=1.[H][H]. Product: [OH:8][N:9]1[C:14]2[N:15]=[CH:16][N:17]=[CH:18][C:13]=2[C:12]([NH:19][CH:20]([C:22]2[CH:27]=[CH:26][CH:25]=[CH:24][CH:23]=2)[CH3:21])=[CH:11][C:10]1=[O:28]. The catalyst class is: 352. (2) Reactant: [C:1](N1C=CN=C1)([N:3]1[CH:7]=[CH:6][N:5]=[CH:4]1)=[S:2].[CH2:13]1[O:21][C:20]2[CH:19]=[CH:18][C:17]([CH:22]3[C:26]4[NH:27][C:28]5[CH:29]=[CH:30][CH:31]=[CH:32][C:33]=5[C:34](=[O:35])[C:25]=4[CH2:24][NH:23]3)=[CH:16][C:15]=2[O:14]1. Product: [N:3]1([C:1]([N:23]2[CH2:24][C:25]3[C:34](=[O:35])[C:33]4[CH:32]=[CH:31][CH:30]=[CH:29][C:28]=4[NH:27][C:26]=3[CH:22]2[C:17]2[CH:18]=[CH:19][C:20]3[O:21][CH2:13][O:14][C:15]=3[CH:16]=2)=[S:2])[CH:7]=[CH:6][N:5]=[CH:4]1. The catalyst class is: 18. (3) Reactant: [NH:1]1[CH2:6][CH2:5][CH:4]([CH2:7][OH:8])[CH2:3][CH2:2]1.[CH3:9][C:10]([O:13][C:14](O[C:14]([O:13][C:10]([CH3:12])([CH3:11])[CH3:9])=[O:15])=[O:15])([CH3:12])[CH3:11]. Product: [C:14]([N:1]1[CH2:6][CH2:5][CH:4]([CH2:7][OH:8])[CH2:3][CH2:2]1)([O:13][C:10]([CH3:12])([CH3:11])[CH3:9])=[O:15]. The catalyst class is: 135. (4) Reactant: [C:1]([O:5][C:6](=[O:15])[NH:7][C:8]1[CH:13]=[CH:12][C:11]([I:14])=[CH:10][CH:9]=1)([CH3:4])([CH3:3])[CH3:2].I[CH3:17].[H-].[Na+].OS([O-])(=O)=O.[K+]. Product: [C:1]([O:5][C:6](=[O:15])[N:7]([C:8]1[CH:9]=[CH:10][C:11]([I:14])=[CH:12][CH:13]=1)[CH3:17])([CH3:4])([CH3:2])[CH3:3]. The catalyst class is: 1.